From a dataset of Catalyst prediction with 721,799 reactions and 888 catalyst types from USPTO. Predict which catalyst facilitates the given reaction. (1) Reactant: C([N:4]1[C:12]2[C:7](=[CH:8][C:9]([N+:13]([O-:15])=[O:14])=[CH:10][CH:11]=2)/[C:6](=[C:16](/[NH:23][C:24]2[CH:29]=[CH:28][C:27]([NH:30][S:31]([C:34]3[CH:39]=[CH:38][C:37]([CH3:40])=[CH:36][CH:35]=3)(=[O:33])=[O:32])=[CH:26][CH:25]=2)\[C:17]2[CH:22]=[CH:21][CH:20]=[CH:19][CH:18]=2)/[C:5]1=[O:41])(=O)C.[CH3:42][N:43]([CH3:48])[C:44](=[O:47])[CH2:45]Br.CC(C)([O-])C.[K+].[OH-].[Na+]. Product: [CH3:42][N:43]([CH3:48])[C:44]([CH2:45][N:30]([C:27]1[CH:28]=[CH:29][C:24]([NH:23]/[C:16](=[C:6]2\[C:5](=[O:41])[NH:4][C:12]3[C:7]\2=[CH:8][C:9]([N+:13]([O-:15])=[O:14])=[CH:10][CH:11]=3)/[C:17]2[CH:18]=[CH:19][CH:20]=[CH:21][CH:22]=2)=[CH:25][CH:26]=1)[S:31]([C:34]1[CH:35]=[CH:36][C:37]([CH3:40])=[CH:38][CH:39]=1)(=[O:33])=[O:32])=[O:47]. The catalyst class is: 376. (2) Reactant: [CH3:1][O:2][C:3]([C:5]1[C:10]([Cl:11])=[C:9]([NH:12][CH2:13][C:14]2[O:15][CH:16]=[CH:17][CH:18]=2)[CH:8]=[C:7](Cl)[N:6]=1)=[O:4].[Cl:20][C:21]1[CH:26]=[CH:25][C:24](B2OCCCO2)=[C:23]([F:33])[C:22]=1[O:34][CH3:35].[F-].[Cs+].C(COC)OC. Product: [CH3:1][O:2][C:3]([C:5]1[C:10]([Cl:11])=[C:9]([NH:12][CH2:13][C:14]2[O:15][CH:16]=[CH:17][CH:18]=2)[CH:8]=[C:7]([C:24]2[CH:25]=[CH:26][C:21]([Cl:20])=[C:22]([O:34][CH3:35])[C:23]=2[F:33])[N:6]=1)=[O:4]. The catalyst class is: 6.